Predict the reactants needed to synthesize the given product. From a dataset of Full USPTO retrosynthesis dataset with 1.9M reactions from patents (1976-2016). (1) Given the product [CH3:1][O:2][C:3](=[O:31])[CH2:4][CH2:5][NH:6][C:7]([C:9]1[S:10][C:11]([CH:14]([O:21][C:22]2[CH:27]=[C:26]([CH3:28])[C:25]([C:38]3[CH:39]=[CH:40][C:35]([CH:32]([CH3:34])[CH3:33])=[CH:36][CH:37]=3)=[C:24]([CH3:30])[CH:23]=2)[CH2:15][CH2:16][C:17]([F:20])([F:19])[F:18])=[CH:12][CH:13]=1)=[O:8], predict the reactants needed to synthesize it. The reactants are: [CH3:1][O:2][C:3](=[O:31])[CH2:4][CH2:5][NH:6][C:7]([C:9]1[S:10][C:11]([CH:14]([O:21][C:22]2[CH:27]=[C:26]([CH3:28])[C:25](I)=[C:24]([CH3:30])[CH:23]=2)[CH2:15][CH2:16][C:17]([F:20])([F:19])[F:18])=[CH:12][CH:13]=1)=[O:8].[CH:32]([C:35]1[CH:40]=[CH:39][C:38](B(O)O)=[CH:37][CH:36]=1)([CH3:34])[CH3:33].[F-].[K+]. (2) Given the product [C:1]([C:5]1[S:9]/[C:8](=[N:10]\[C:11](=[O:17])[O:12][C:13]([CH3:16])([CH3:15])[CH3:14])/[N:7]([CH2:18][C@H:19]2[CH2:20][CH2:25][CH2:24][O:21]2)[N:6]=1)([CH3:4])([CH3:2])[CH3:3], predict the reactants needed to synthesize it. The reactants are: [C:1]([C:5]1[S:9][C:8]([NH:10][C:11](=[O:17])[O:12][C:13]([CH3:16])([CH3:15])[CH3:14])=[N:7][N:6]=1)([CH3:4])([CH3:3])[CH3:2].[CH3:18][C:19](C)([O-:21])[CH3:20].[K+].[CH2:24]1COC[CH2:25]1.CN(C=O)C. (3) Given the product [Cl:1][C:2]1[CH:3]=[CH:4][C:5]([C:6]([NH:51][C@@H:44]([CH:43]([CH3:52])[CH3:42])[CH2:45][N:46]2[CH2:50][CH2:49][CH2:48][CH2:47]2)=[O:8])=[CH:9][CH:10]=1, predict the reactants needed to synthesize it. The reactants are: [Cl:1][C:2]1[CH:10]=[CH:9][C:5]([C:6]([OH:8])=O)=[CH:4][CH:3]=1.CN(C(ON1N=NC2C=CC=CC1=2)=[N+](C)C)C.[B-](F)(F)(F)F.CCN(C(C)C)C(C)C.[CH3:42][CH:43]([CH3:52])[C@H:44]([NH2:51])[CH2:45][N:46]1[CH2:50][CH2:49][CH2:48][CH2:47]1.